From a dataset of Forward reaction prediction with 1.9M reactions from USPTO patents (1976-2016). Predict the product of the given reaction. (1) Given the reactants [Cl:1][C:2]1[CH:3]=[CH:4][C:5]([O:17][CH2:18][C:19]2[CH:24]=[CH:23][CH:22]=[CH:21][CH:20]=2)=[C:6]([C:8]2[CH2:13][CH2:12][CH2:11][CH2:10][C:9]=2B(O)O)[CH:7]=1.[CH2:25]([O:27][C:28](=[O:36])[C:29]1[CH:34]=[CH:33][CH:32]=[C:31](Br)[N:30]=1)[CH3:26].C(=O)([O-])[O-].[K+].[K+].C1(C)C=CC=CC=1.C(O)C, predict the reaction product. The product is: [Cl:1][C:2]1[CH:3]=[CH:4][C:5]([O:17][CH2:18][C:19]2[CH:24]=[CH:23][CH:22]=[CH:21][CH:20]=2)=[C:6]([C:8]2[CH2:13][CH2:12][CH2:11][CH2:10][C:9]=2[C:31]2[N:30]=[C:29]([C:28]([O:27][CH2:25][CH3:26])=[O:36])[CH:34]=[CH:33][CH:32]=2)[CH:7]=1. (2) The product is: [CH3:54][C:50]1[CH:49]=[C:48]([CH:40]([C:41]2[CH:46]=[CH:45][CH:44]=[C:43]([CH3:47])[CH:42]=2)[CH2:39][NH:38][C:34]2[N:33]=[C:32]([C:74]([NH:56][CH2:57][CH2:58][NH:59][C:60]([NH:62][CH2:63][CH2:64][N:65]([CH:69]([CH3:71])[CH3:70])[CH:66]([CH3:67])[CH3:68])=[O:61])=[O:75])[N:31]=[C:30]3[C:35]=2[N:36]=[CH:37][N:29]3[C@H:11]2[C@H:10]([OH:9])[C@H:14]([OH:15])[C@@H:13]([C:24]([NH:26][CH2:27][CH3:28])=[O:25])[O:12]2)[CH:53]=[CH:52][CH:51]=1. Given the reactants C([O:9][C@@H:10]1[C@H:14]([O:15]C(=O)C2C=CC=CC=2)[C@@H:13]([C:24]([NH:26][CH2:27][CH3:28])=[O:25])[O:12][C@H:11]1[N:29]1[CH:37]=[N:36][C:35]2[C:30]1=[N:31][C:32](I)=[N:33][C:34]=2[NH:38][CH2:39][CH:40]([C:48]1[CH:53]=[CH:52][CH:51]=[C:50]([CH3:54])[CH:49]=1)[C:41]1[CH:46]=[CH:45][CH:44]=[C:43]([CH3:47])[CH:42]=1)(=O)C1C=CC=CC=1.[NH2:56][CH2:57][CH2:58][NH:59][C:60]([NH:62][CH2:63][CH2:64][N:65]([CH:69]([CH3:71])[CH3:70])[CH:66]([CH3:68])[CH3:67])=[O:61].C1C[O:75][CH2:74]C1, predict the reaction product. (3) Given the reactants [C:1](=[O:4])([O-:3])[O-:2].[Mg+2:5], predict the reaction product. The product is: [C:1](=[O:2])([OH:4])[O-:3].[Mg+2:5].[C:1](=[O:2])([OH:4])[O-:3]. (4) Given the reactants [CH:1]1([C:4]2[CH:5]=[C:6]([NH:11][CH:12]3[CH2:17][CH2:16][N:15]([C@H:18]4[CH2:23][CH2:22][C@H:21]([O:24][CH2:25][CH2:26][CH3:27])[CH2:20][CH2:19]4)[CH2:14][CH2:13]3)[C:7]([NH2:10])=[CH:8][CH:9]=2)[CH2:3][CH2:2]1.C(N(C(C)C)CC)(C)C.[Cl:37][C:38](Cl)([O:40]C(=O)OC(Cl)(Cl)Cl)Cl, predict the reaction product. The product is: [ClH:37].[CH:1]1([C:4]2[CH:9]=[CH:8][C:7]3[NH:10][C:38](=[O:40])[N:11]([CH:12]4[CH2:13][CH2:14][N:15]([C@H:18]5[CH2:23][CH2:22][C@H:21]([O:24][CH2:25][CH2:26][CH3:27])[CH2:20][CH2:19]5)[CH2:16][CH2:17]4)[C:6]=3[CH:5]=2)[CH2:2][CH2:3]1. (5) The product is: [CH3:6][C:7]1[N:8]=[C:9]2[C:14]([NH:15][CH2:16][C:17]3[C:22]([CH3:23])=[CH:21][CH:20]=[CH:19][C:18]=3[CH2:24][CH3:25])=[CH:13][C:12]([C:26]([OH:27])=[O:31])=[CH:11][N:10]2[C:29]=1[CH3:30]. Given the reactants S(O)(=O)(=O)C.[CH3:6][C:7]1[N:8]=[C:9]2[C:14]([NH:15][CH2:16][C:17]3[C:22]([CH3:23])=[CH:21][CH:20]=[CH:19][C:18]=3[CH2:24][CH3:25])=[CH:13][C:12]([C:26](N)=[O:27])=[CH:11][N:10]2[C:29]=1[CH3:30].[OH-:31].[Na+], predict the reaction product. (6) Given the reactants OS(O)(=O)=O.C[C:7]([N:9](C)C)=O.[Cl:12][C:13]1[CH:14]=[C:15]([C:22]2[C:27]3[N:28]([CH2:40][C@H:41]4[CH2:46][CH2:45][C@H:44]([CH3:47])[CH2:43][CH2:42]4)[C:29]([N:31]4[CH2:36][CH2:35][O:34][C@@H:33]5[CH2:37][CH2:38][CH2:39][C@@H:32]45)=[N:30][C:26]=3[CH:25]=[C:24](Cl)[N:23]=2)[C:16]([N:19]([CH3:21])[CH3:20])=[N:17][CH:18]=1, predict the reaction product. The product is: [Cl:12][C:13]1[CH:14]=[C:15]([C:22]2[C:27]3[N:28]([CH2:40][C@H:41]4[CH2:46][CH2:45][C@H:44]([CH3:47])[CH2:43][CH2:42]4)[C:29]([N:31]4[CH2:36][CH2:35][O:34][C@@H:33]5[CH2:37][CH2:38][CH2:39][C@@H:32]45)=[N:30][C:26]=3[CH:25]=[C:24]([C:7]#[N:9])[N:23]=2)[C:16]([N:19]([CH3:20])[CH3:21])=[N:17][CH:18]=1. (7) Given the reactants [NH2:1][C:2]1[C:11]([C:12]2[CH:17]=[CH:16][C:15]([Cl:18])=[CH:14][CH:13]=2)=[N:10][C:9]([Br:19])=[CH:8][C:3]=1[C:4]([O:6][CH3:7])=[O:5].N([O-])=O.[Na+].[N-:24]=[N+:25]=[N-].[Na+].CCOCC, predict the reaction product. The product is: [N:1]([C:2]1[C:11]([C:12]2[CH:17]=[CH:16][C:15]([Cl:18])=[CH:14][CH:13]=2)=[N:10][C:9]([Br:19])=[CH:8][C:3]=1[C:4]([O:6][CH3:7])=[O:5])=[N+:24]=[N-:25]. (8) Given the reactants CC([N:5]([C@H:9]1[CH2:15][CH:14]=[CH:13][CH2:12][N:11]([CH3:16])[C:10]1=[O:17])C(=O)[O-])(C)C.Cl, predict the reaction product. The product is: [NH2:5][C@H:9]1[CH2:15][CH:14]=[CH:13][CH2:12][N:11]([CH3:16])[C:10]1=[O:17]. (9) Given the reactants C[Si](C)(C)[N-][Si](C)(C)C.[Li+].[F:11][CH:12]1[C:21](=[O:22])[C:20]2[CH:19]=[C:18]([C:23]([O:25][CH3:26])=[O:24])[CH:17]=[CH:16][C:15]=2[CH2:14][CH2:13]1.C1COCC1.[C:32](Cl)(=[O:36])[O:33][CH2:34][CH3:35], predict the reaction product. The product is: [CH2:34]([O:33][C:32]([O:22][C:21]1[C:20]2[CH:19]=[C:18]([C:23]([O:25][CH3:26])=[O:24])[CH:17]=[CH:16][C:15]=2[CH2:14][CH2:13][C:12]=1[F:11])=[O:36])[CH3:35]. (10) Given the reactants [F:1][C:2]1[CH:7]=[CH:6][C:5](B(O)O)=[CH:4][CH:3]=1.Br[C:12]1[CH:13]=[C:14]([NH:18][S:19]([C:22]2[CH:27]=[CH:26][C:25]([N+:28]([O-:30])=[O:29])=[CH:24][CH:23]=2)(=[O:21])=[O:20])[CH:15]=[CH:16][CH:17]=1.C([O-])([O-])=O.[Cs+].[Cs+], predict the reaction product. The product is: [F:1][C:2]1[CH:7]=[CH:6][C:5]([C:12]2[CH:17]=[CH:16][CH:15]=[C:14]([NH:18][S:19]([C:22]3[CH:27]=[CH:26][C:25]([N+:28]([O-:30])=[O:29])=[CH:24][CH:23]=3)(=[O:21])=[O:20])[CH:13]=2)=[CH:4][CH:3]=1.